Task: Predict the reaction yield, written as a fraction of the theoretical maximum amount of product (1.0 means a 100% yield; for example, 0.34 means a 34% yield).. Dataset: Reaction yield outcomes from USPTO patents with 853,638 reactions (1) The reactants are Cl[C:2]1[CH:7]=[CH:6][N:5]=[CH:4][C:3]=1[N+:8]([O-:10])=[O:9].[NH:11]1[CH2:16][CH2:15][CH2:14][CH:13]([CH2:17][NH:18][C:19](=[O:25])[O:20][C:21]([CH3:24])([CH3:23])[CH3:22])[CH2:12]1.C(N(C(C)C)CC)(C)C. No catalyst specified. The product is [N+:8]([C:3]1[CH:4]=[N:5][CH:6]=[CH:7][C:2]=1[N:11]1[CH2:16][CH2:15][CH2:14][CH:13]([CH2:17][NH:18][C:19](=[O:25])[O:20][C:21]([CH3:23])([CH3:22])[CH3:24])[CH2:12]1)([O-:10])=[O:9]. The yield is 0.990. (2) The reactants are C([O:5][C:6](=[O:35])[C:7]1[CH:12]=[CH:11][C:10]([CH2:13][N:14]2[N:18]=[N:17][C:16]([C:19]3[CH:20]=[N:21][CH:22]=[C:23]([C:25]#[C:26][CH2:27][C:28]4[CH:33]=[CH:32][C:31]([F:34])=[CH:30][CH:29]=4)[CH:24]=3)=[N:15]2)=[CH:9][CH:8]=1)(C)(C)C.FC(F)(F)C(O)=O. The catalyst is ClCCl. The product is [F:34][C:31]1[CH:32]=[CH:33][C:28]([CH2:27][C:26]#[C:25][C:23]2[CH:24]=[C:19]([C:16]3[N:17]=[N:18][N:14]([CH2:13][C:10]4[CH:9]=[CH:8][C:7]([C:6]([OH:35])=[O:5])=[CH:12][CH:11]=4)[N:15]=3)[CH:20]=[N:21][CH:22]=2)=[CH:29][CH:30]=1. The yield is 0.780. (3) The reactants are [Cl:1][C:2]1[C:3]([O:12][C:13]2[CH:18]=[C:17]([O:19][CH2:20][CH2:21][O:22][CH3:23])[CH:16]=[CH:15][C:14]=2[CH2:24][CH2:25][C:26]([O:28]CC)=[O:27])=[N:4][CH:5]=[C:6]([C:8]([F:11])([F:10])[F:9])[CH:7]=1.[OH-].[Na+].Cl. The catalyst is O1CCCC1.C(O)C. The product is [Cl:1][C:2]1[C:3]([O:12][C:13]2[CH:18]=[C:17]([O:19][CH2:20][CH2:21][O:22][CH3:23])[CH:16]=[CH:15][C:14]=2[CH2:24][CH2:25][C:26]([OH:28])=[O:27])=[N:4][CH:5]=[C:6]([C:8]([F:9])([F:11])[F:10])[CH:7]=1. The yield is 0.850. (4) The reactants are [CH3:1][O:2][C:3]1[CH:24]=[C:23]([O:25][CH3:26])[CH:22]=[CH:21][C:4]=1[C:5]([NH:7][C:8]1[CH:13]=[CH:12][C:11]([O:14]C2CCCCO2)=[CH:10][CH:9]=1)=[O:6].O.C1(C)C=CC(S(O)(=O)=O)=CC=1. The catalyst is CO. The product is [OH:14][C:11]1[CH:12]=[CH:13][C:8]([NH:7][C:5](=[O:6])[C:4]2[CH:21]=[CH:22][C:23]([O:25][CH3:26])=[CH:24][C:3]=2[O:2][CH3:1])=[CH:9][CH:10]=1. The yield is 0.580. (5) The yield is 1.00. The product is [CH3:11][S:12]([O:10][CH2:9][CH2:8][C:3]1([CH2:1][CH3:2])[O:7][CH2:6][CH2:5][O:4]1)(=[O:14])=[O:13]. The catalyst is C(Cl)Cl.O. The reactants are [CH2:1]([C:3]1([CH2:8][CH2:9][OH:10])[O:7][CH2:6][CH2:5][O:4]1)[CH3:2].[CH3:11][S:12](Cl)(=[O:14])=[O:13]. (6) The reactants are [CH3:1][C:2]1[S:6][C:5](=[NH:7])[N:4]([CH2:8][C:9]2[C:18]3[C:13](=[CH:14][CH:15]=[CH:16][CH:17]=3)[CH:12]=[CH:11][CH:10]=2)[CH:3]=1.[C:19]([O:23][C:24]([C:26]1[CH:34]=[CH:33][CH:32]=[CH:31][C:27]=1[C:28](O)=[O:29])=[O:25])([CH3:22])([CH3:21])[CH3:20].Cl.C(N=C=NCCCN(C)C)C.OC1C2N=NNC=2C=CC=1.C(N(CC)CC)C. The catalyst is CN(C)C=O.O. The product is [CH3:1][C:2]1[S:6]/[C:5](=[N:7]\[C:28]([C:27]2[CH:31]=[CH:32][CH:33]=[CH:34][C:26]=2[C:24]([O:23][C:19]([CH3:22])([CH3:21])[CH3:20])=[O:25])=[O:29])/[N:4]([CH2:8][C:9]2[C:18]3[C:13](=[CH:14][CH:15]=[CH:16][CH:17]=3)[CH:12]=[CH:11][CH:10]=2)[CH:3]=1. The yield is 0.571.